From a dataset of Forward reaction prediction with 1.9M reactions from USPTO patents (1976-2016). Predict the product of the given reaction. (1) Given the reactants Cl.Cl.[NH:3]1[C:11]2[C:6](=[CH:7][C:8]([C:12]3[C:20]4[C:15](=[N:16][CH:17]=[N:18][C:19]=4[NH2:21])[N:14]([CH3:22])[N:13]=3)=[CH:9][CH:10]=2)[CH2:5][CH2:4]1.[Cl:23][C:24]1[CH:29]=[CH:28][CH:27]=[CH:26][C:25]=1[CH2:30][C:31](O)=[O:32].CN(C(ON1N=NC2C=CC=NC1=2)=[N+](C)C)C.F[P-](F)(F)(F)(F)F.CCN(C(C)C)C(C)C, predict the reaction product. The product is: [Cl:23][C:24]1[CH:29]=[CH:28][CH:27]=[CH:26][C:25]=1[CH2:30][C:31]([N:3]1[C:11]2[C:6](=[CH:7][C:8]([C:12]3[C:20]4[C:15](=[N:16][CH:17]=[N:18][C:19]=4[NH2:21])[N:14]([CH3:22])[N:13]=3)=[CH:9][CH:10]=2)[CH2:5][CH2:4]1)=[O:32]. (2) The product is: [CH2:1]([NH:5][C:6](=[O:10])[C:7](=[CH2:9])[CH2:8][C@H:22]([OH:23])[C@@H:21]([NH:42][C:57]([O:46][C:45]([CH3:44])([CH3:47])[CH3:50])=[O:56])[CH2:24][C@@H:25]([CH:37]([CH3:39])[CH3:38])[CH2:26][C:27]1[CH:32]=[CH:31][C:30]([C:33]([CH3:36])([CH3:35])[CH3:34])=[CH:29][CH:28]=1)[CH2:2][CH2:3][CH3:4]. Given the reactants [CH2:1]([NH:5][C:6](=[O:10])[C:7]([CH3:9])=[CH2:8])[CH2:2][CH2:3][CH3:4].C([Li])CCC.C(O[C@@:21]([NH2:42])([C:24](=C=O)[C@H:25]([CH:37]([CH3:39])[CH3:38])[CH2:26][C:27]1[CH:32]=[CH:31][C:30]([C:33]([CH3:36])([CH3:35])[CH3:34])=[CH:29][CH:28]=1)[CH:22]=[O:23])(C)(C)C.C(O)(=O)[CH2:44][C:45]([CH2:50]C(O)=O)([C:47](O)=O)[OH:46].[O:56]1CCC[CH2:57]1, predict the reaction product. (3) Given the reactants [F:1][C:2]1[C:37]([F:38])=[CH:36][CH:35]=[CH:34][C:3]=1[CH2:4][S:5][C:6]1[N:11]=[C:10]([O:12][C@H:13]([CH3:19])[C:14](OCC)=[O:15])[CH:9]=[C:8]([NH:20][S:21]([N:24]2[CH2:31][CH2:30][CH:29]3[N:32]([CH3:33])[CH:26]([CH2:27][CH2:28]3)[CH2:25]2)(=[O:23])=[O:22])[N:7]=1.[Li+].[BH4-].[NH4+].[Cl-], predict the reaction product. The product is: [F:1][C:2]1[C:37]([F:38])=[CH:36][CH:35]=[CH:34][C:3]=1[CH2:4][S:5][C:6]1[N:7]=[C:8]([NH:20][S:21]([N:24]2[CH2:31][CH2:30][CH:29]3[N:32]([CH3:33])[CH:26]([CH2:27][CH2:28]3)[CH2:25]2)(=[O:22])=[O:23])[CH:9]=[C:10]([O:12][C@H:13]([CH3:19])[CH2:14][OH:15])[N:11]=1. (4) Given the reactants [CH3:1][O:2][C:3]([C:5]1[S:6][C:7]([C:14]2[CH:19]=[CH:18][CH:17]=[CH:16][CH:15]=2)=[CH:8][C:9]=1[NH:10][CH:11]([CH3:13])[CH3:12])=[O:4].[N:20]([CH:23]1[CH2:28][CH:27]([CH3:29])[CH2:26][CH2:25][CH:24]1[C:30](Cl)=[O:31])=[N+:21]=[N-:22].CC1CCC(C(Cl)=O)=CC1.C([O-])(O)=O.[Na+], predict the reaction product. The product is: [CH3:1][O:2][C:3]([C:5]1[S:6][C:7]([C:14]2[CH:15]=[CH:16][CH:17]=[CH:18][CH:19]=2)=[CH:8][C:9]=1[N:10]([C:30]([CH:24]1[CH2:25][CH2:26][CH:27]([CH3:29])[CH2:28][CH:23]1[N:20]=[N+:21]=[N-:22])=[O:31])[CH:11]([CH3:13])[CH3:12])=[O:4].